Dataset: Forward reaction prediction with 1.9M reactions from USPTO patents (1976-2016). Task: Predict the product of the given reaction. (1) Given the reactants C1(NC(C2SC(C3C=NC=CC=3)=NC=2C2C=CC=CC=2)=O)C=CC=CC=1.[C:27]1([C:33]2[S:34][C:35]([C:44]([OH:46])=O)=[C:36]([C:38]3[CH:43]=[CH:42][CH:41]=[CH:40][CH:39]=3)[N:37]=2)[CH:32]=[CH:31][CH:30]=[CH:29][CH:28]=1.[F:47][C:48]1[CH:54]=[CH:53][C:51]([NH2:52])=[CH:50][CH:49]=1, predict the reaction product. The product is: [F:47][C:48]1[CH:54]=[CH:53][C:51]([NH:52][C:44]([C:35]2[S:34][C:33]([C:27]3[CH:28]=[CH:29][CH:30]=[CH:31][CH:32]=3)=[N:37][C:36]=2[C:38]2[CH:39]=[CH:40][CH:41]=[CH:42][CH:43]=2)=[O:46])=[CH:50][CH:49]=1. (2) Given the reactants [C:1]([NH:11][C@@H:12]([C:16]([OH:18])=O)[CH:13]([CH3:15])[CH3:14])([O:3][CH2:4][C:5]1[CH:10]=[CH:9][CH:8]=[CH:7][CH:6]=1)=[O:2].CN1CCOCC1.[NH2:26][CH2:27][C:28]([O:32][CH3:33])([O:30][CH3:31])C, predict the reaction product. The product is: [CH2:4]([O:3][C:1](=[O:2])[NH:11][C@H:12]([CH:13]([CH3:14])[CH3:15])[C:16]([NH:26][CH2:27][CH:28]([O:32][CH3:33])[O:30][CH3:31])=[O:18])[C:5]1[CH:6]=[CH:7][CH:8]=[CH:9][CH:10]=1.